This data is from Forward reaction prediction with 1.9M reactions from USPTO patents (1976-2016). The task is: Predict the product of the given reaction. (1) Given the reactants C(O[C:4](=[O:21])[CH2:5][N:6]1[C:14]2[C:9](=[N:10][CH:11]=[C:12]([C:15]3[CH:16]=[N:17][N:18]([CH3:20])[CH:19]=3)[CH:13]=2)[CH:8]=[CH:7]1)C.O.[NH2:23][NH2:24], predict the reaction product. The product is: [CH3:20][N:18]1[CH:19]=[C:15]([C:12]2[CH:13]=[C:14]3[N:6]([CH2:5][C:4]([NH:23][NH2:24])=[O:21])[CH:7]=[CH:8][C:9]3=[N:10][CH:11]=2)[CH:16]=[N:17]1. (2) Given the reactants C(OC([N:11]1[CH2:16][CH2:15][C:14]([F:18])([F:17])[CH2:13][C@@H:12]1[C:19]([NH:21][C@H:22]([C:24]1[CH:33]=[CH:32][C:27]([C:28]([O:30][CH3:31])=[O:29])=[CH:26][CH:25]=1)[CH3:23])=[O:20])=O)C1C=CC=CC=1, predict the reaction product. The product is: [F:18][C:14]1([F:17])[CH2:15][CH2:16][NH:11][C@@H:12]([C:19]([NH:21][C@H:22]([C:24]2[CH:33]=[CH:32][C:27]([C:28]([O:30][CH3:31])=[O:29])=[CH:26][CH:25]=2)[CH3:23])=[O:20])[CH2:13]1. (3) Given the reactants [OH:1][C:2]1[CH:3]=[C:4]([C:8]2[CH:9]=[C:10]([NH:14][C:15](=O)[C:16]3[CH:21]=[CH:20][C:19]([CH3:22])=[C:18]([O:23][CH3:24])[CH:17]=3)[CH:11]=[N:12][CH:13]=2)[CH:5]=[CH:6][CH:7]=1, predict the reaction product. The product is: [CH3:24][O:23][C:18]1[CH:17]=[C:16]([CH:21]=[CH:20][C:19]=1[CH3:22])[CH2:15][NH:14][C:10]1[CH:9]=[C:8]([C:4]2[CH:3]=[C:2]([OH:1])[CH:7]=[CH:6][CH:5]=2)[CH:13]=[N:12][CH:11]=1. (4) Given the reactants [NH3:1].[N:2]1[N:3]=[CH:4][N:5]2[C:10]=1[CH:9]=[CH:8][C:7]([C:11]1[CH:12]=[C:13]([C:18]3[CH:23]=[CH:22][C:21]([N:24]4[C@@H:28]([C:29]5[CH:34]=[CH:33][CH:32]=[CH:31][CH:30]=5)[C:27]([CH3:36])([CH3:35])[O:26][C:25]4=[O:37])=[CH:20][CH:19]=3)[CH:14]=[N:15][C:16]=1F)=[N:6]2, predict the reaction product. The product is: [N:2]1[N:3]=[CH:4][N:5]2[C:10]=1[CH:9]=[CH:8][C:7]([C:11]1[CH:12]=[C:13]([C:18]3[CH:23]=[CH:22][C:21]([N:24]4[C@@H:28]([C:29]5[CH:34]=[CH:33][CH:32]=[CH:31][CH:30]=5)[C:27]([CH3:36])([CH3:35])[O:26][C:25]4=[O:37])=[CH:20][CH:19]=3)[CH:14]=[N:15][C:16]=1[NH2:1])=[N:6]2. (5) Given the reactants [O:1]=O.[CH:3]1[CH:8]=[CH:7][NH+:6]=[CH:5][CH:4]=1.[CH:9]1[CH:14]=C[NH+]=CC=1.[O-][Cr](O[Cr]([O-])(=O)=O)(=O)=O.[C:24]1([CH3:30])[CH:29]=[CH:28]C=C[CH:25]=1, predict the reaction product. The product is: [CH3:4][CH2:5][N:6]([C:7]([C:8]1[CH:3]=[CH:28][CH:29]=[C:24]([CH3:30])[CH:25]=1)=[O:1])[CH2:14][CH3:9]. (6) Given the reactants [Cl:1][C:2]1[C:3]([O:24][CH:25]([CH3:27])[CH3:26])=[C:4]([C:9]([N:11]2[CH2:16][CH2:15][CH:14]([C:17]3[CH:22]=[CH:21][C:20]([F:23])=[CH:19][CH:18]=3)[CH2:13][CH2:12]2)=[O:10])[CH:5]=[N:6][C:7]=1Cl.[SH2:28].[Na].[Cl-].[Na+], predict the reaction product. The product is: [Cl:1][C:2]1[C:3]([O:24][CH:25]([CH3:27])[CH3:26])=[C:4]([C:9]([N:11]2[CH2:16][CH2:15][CH:14]([C:17]3[CH:22]=[CH:21][C:20]([F:23])=[CH:19][CH:18]=3)[CH2:13][CH2:12]2)=[O:10])[CH:5]=[N:6][C:7]=1[SH:28].